From a dataset of Reaction yield outcomes from USPTO patents with 853,638 reactions. Predict the reaction yield, written as a fraction of the theoretical maximum amount of product (1.0 means a 100% yield; for example, 0.34 means a 34% yield). (1) The reactants are [Cl:1][C:2]1[CH:11]=[C:10]([CH3:12])[C:9]2[CH:8]=[C:7]3[O:13][C:14]([CH3:18])([CH3:17])[CH:15]=[CH:16][C:6]3=[CH:5][C:4]=2[N:3]=1.CN1C=CN=C1.Cl[O-].[Na+].S([O-])([O-])(=[O:30])=S.[Na+].[Na+]. The catalyst is C(OCC)(=O)C. The product is [Cl:1][C:2]1[CH:11]=[C:10]([CH3:12])[C:9]2[CH:8]=[C:7]3[O:13][C:14]([CH3:18])([CH3:17])[C@H:15]4[O:30][C@H:16]4[C:6]3=[CH:5][C:4]=2[N:3]=1. The yield is 0.940. (2) The reactants are [CH3:1][CH:2]1[N:7]2[C:8]3[CH:9]=[C:10]([C:15]([OH:17])=O)[CH:11]=[CH:12][C:13]=3[CH:14]=[C:6]2[C:5](=[O:18])[NH:4][CH2:3]1.ON1C2C=CC=CC=2N=N1.C(N=C=NCCCN(C)C)C.[CH3:40][C:41]1[O:45][N:44]=[C:43]([NH2:46])[CH:42]=1.C(N(CC)C(C)C)(C)C.N#N. The catalyst is CN(C=O)C.CN(C)C1C=CN=CC=1. The yield is 0.480. The product is [CH3:1][CH:2]1[N:7]2[C:8]3[CH:9]=[C:10]([C:15]([NH:46][C:43]4[CH:42]=[C:41]([CH3:40])[O:45][N:44]=4)=[O:17])[CH:11]=[CH:12][C:13]=3[CH:14]=[C:6]2[C:5](=[O:18])[NH:4][CH2:3]1. (3) The reactants are [CH2:1]([O:3][C:4](=[O:18])[C:5]1[C:10]([N+:11]([O-:13])=[O:12])=[CH:9][CH:8]=[C:7]([CH3:14])[C:6]=1[N+:15]([O-:17])=[O:16])[CH3:2].CO[CH:21]([N:24]([CH3:26])[CH3:25])OC. The catalyst is CN(C=O)C. The product is [CH2:1]([O:3][C:4](=[O:18])[C:5]1[C:10]([N+:11]([O-:13])=[O:12])=[CH:9][CH:8]=[C:7]([CH:14]=[CH:21][N:24]([CH3:26])[CH3:25])[C:6]=1[N+:15]([O-:17])=[O:16])[CH3:2]. The yield is 0.580. (4) The reactants are Br[C:2]1[C:3]([N:20]([CH3:24])[CH:21]([CH3:23])[CH3:22])=[N:4][C:5]2[O:11][CH2:10][CH2:9][N:8]([C:12]([O:14][C:15]([CH3:18])([CH3:17])[CH3:16])=[O:13])[CH2:7][C:6]=2[N:19]=1.[CH3:25]B(O)O.P([O-])([O-])([O-])=O.[K+].[K+].[K+].COCCOC. The catalyst is C1C=CC([P]([Pd]([P](C2C=CC=CC=2)(C2C=CC=CC=2)C2C=CC=CC=2)([P](C2C=CC=CC=2)(C2C=CC=CC=2)C2C=CC=CC=2)[P](C2C=CC=CC=2)(C2C=CC=CC=2)C2C=CC=CC=2)(C2C=CC=CC=2)C2C=CC=CC=2)=CC=1.O. The product is [CH3:25][C:2]1[C:3]([N:20]([CH3:24])[CH:21]([CH3:23])[CH3:22])=[N:4][C:5]2[O:11][CH2:10][CH2:9][N:8]([C:12]([O:14][C:15]([CH3:18])([CH3:17])[CH3:16])=[O:13])[CH2:7][C:6]=2[N:19]=1. The yield is 0.650. (5) The reactants are Cl[C:2]1[N:7]=[C:6]([C:8]2[S:12][C:11]([N:13]3[CH2:18][CH2:17][O:16][CH2:15][CH2:14]3)=[N:10][C:9]=2[C:19]2[C:20]([F:37])=[C:21]([NH:25][S:26]([C:29]3[CH:34]=[C:33]([F:35])[CH:32]=[CH:31][C:30]=3[F:36])(=[O:28])=[O:27])[CH:22]=[CH:23][CH:24]=2)[CH:5]=[CH:4][N:3]=1.[NH3:38].CO. No catalyst specified. The product is [NH2:38][C:2]1[N:7]=[C:6]([C:8]2[S:12][C:11]([N:13]3[CH2:18][CH2:17][O:16][CH2:15][CH2:14]3)=[N:10][C:9]=2[C:19]2[C:20]([F:37])=[C:21]([NH:25][S:26]([C:29]3[CH:34]=[C:33]([F:35])[CH:32]=[CH:31][C:30]=3[F:36])(=[O:28])=[O:27])[CH:22]=[CH:23][CH:24]=2)[CH:5]=[CH:4][N:3]=1. The yield is 0.270. (6) The reactants are C(N(CC)CC)C.[NH:8]1[C:16]2[C:11](=[CH:12][CH:13]=[CH:14][CH:15]=2)[C:10](=[O:17])[C:9]1=[O:18].[S:19]1[CH:23]=[CH:22][C:21](B(O)O)=[CH:20]1. The catalyst is C(Cl)Cl.C([O-])(=O)C.[Cu+2].C([O-])(=O)C. The product is [S:19]1[CH:23]=[CH:22][C:21]([N:8]2[C:16]3[C:11](=[CH:12][CH:13]=[CH:14][CH:15]=3)[C:10](=[O:17])[C:9]2=[O:18])=[CH:20]1. The yield is 0.500. (7) The reactants are [Cl:1][C:2]1[CH:6]=[N:5][N:4]([CH3:7])[C:3]=1[C:8]1[CH:9]=[C:10]([NH2:16])[CH:11]=[CH:12][C:13]=1[O:14][CH3:15].[CH3:17][O:18][C:19]1[CH:20]=[C:21]([N:25]=[C:26]=[O:27])[CH:22]=[CH:23][CH:24]=1. No catalyst specified. The product is [Cl:1][C:2]1[CH:6]=[N:5][N:4]([CH3:7])[C:3]=1[C:8]1[CH:9]=[C:10]([NH:16][C:26]([NH:25][C:21]2[CH:22]=[CH:23][CH:24]=[C:19]([O:18][CH3:17])[CH:20]=2)=[O:27])[CH:11]=[CH:12][C:13]=1[O:14][CH3:15]. The yield is 0.270.